Dataset: Full USPTO retrosynthesis dataset with 1.9M reactions from patents (1976-2016). Task: Predict the reactants needed to synthesize the given product. Given the product [Br:10][C:11]1[CH:12]=[CH:13][C:14]([C:17]2[O:18][C:19]([CH3:26])=[C:20]([CH2:22][CH2:23][CH2:24][OH:25])[N:21]=2)=[CH:15][CH:16]=1, predict the reactants needed to synthesize it. The reactants are: CC(C[AlH]CC(C)C)C.[Br:10][C:11]1[CH:16]=[CH:15][C:14]([C:17]2[O:18][C:19]([CH3:26])=[C:20]([CH2:22][CH2:23][CH:24]=[O:25])[N:21]=2)=[CH:13][CH:12]=1.Cl.